Dataset: NCI-60 drug combinations with 297,098 pairs across 59 cell lines. Task: Regression. Given two drug SMILES strings and cell line genomic features, predict the synergy score measuring deviation from expected non-interaction effect. (1) Drug 1: CCCCCOC(=O)NC1=NC(=O)N(C=C1F)C2C(C(C(O2)C)O)O. Drug 2: CC1CCCC2(C(O2)CC(NC(=O)CC(C(C(=O)C(C1O)C)(C)C)O)C(=CC3=CSC(=N3)C)C)C. Cell line: NCIH23. Synergy scores: CSS=56.3, Synergy_ZIP=10.1, Synergy_Bliss=6.65, Synergy_Loewe=-33.8, Synergy_HSA=4.65. (2) Drug 1: CC1=CC=C(C=C1)C2=CC(=NN2C3=CC=C(C=C3)S(=O)(=O)N)C(F)(F)F. Drug 2: CCC1(CC2CC(C3=C(CCN(C2)C1)C4=CC=CC=C4N3)(C5=C(C=C6C(=C5)C78CCN9C7C(C=CC9)(C(C(C8N6C=O)(C(=O)OC)O)OC(=O)C)CC)OC)C(=O)OC)O.OS(=O)(=O)O. Cell line: MDA-MB-435. Synergy scores: CSS=9.10, Synergy_ZIP=3.31, Synergy_Bliss=3.43, Synergy_Loewe=-46.4, Synergy_HSA=0.593. (3) Drug 1: CC1=C(C=C(C=C1)C(=O)NC2=CC(=CC(=C2)C(F)(F)F)N3C=C(N=C3)C)NC4=NC=CC(=N4)C5=CN=CC=C5. Drug 2: CCCCCOC(=O)NC1=NC(=O)N(C=C1F)C2C(C(C(O2)C)O)O. Cell line: OVCAR-5. Synergy scores: CSS=0.0690, Synergy_ZIP=5.55, Synergy_Bliss=0.0725, Synergy_Loewe=-12.4, Synergy_HSA=-0.929. (4) Drug 1: CCC1(CC2CC(C3=C(CCN(C2)C1)C4=CC=CC=C4N3)(C5=C(C=C6C(=C5)C78CCN9C7C(C=CC9)(C(C(C8N6C)(C(=O)OC)O)OC(=O)C)CC)OC)C(=O)OC)O.OS(=O)(=O)O. Drug 2: CC1=C(C=C(C=C1)C(=O)NC2=CC(=CC(=C2)C(F)(F)F)N3C=C(N=C3)C)NC4=NC=CC(=N4)C5=CN=CC=C5. Cell line: HOP-92. Synergy scores: CSS=-2.20, Synergy_ZIP=0.793, Synergy_Bliss=-2.64, Synergy_Loewe=-2.97, Synergy_HSA=-4.89. (5) Drug 1: CN1CCC(CC1)COC2=C(C=C3C(=C2)N=CN=C3NC4=C(C=C(C=C4)Br)F)OC. Drug 2: C(CC(=O)O)C(=O)CN.Cl. Cell line: NCI/ADR-RES. Synergy scores: CSS=1.19, Synergy_ZIP=-1.55, Synergy_Bliss=-2.91, Synergy_Loewe=-7.54, Synergy_HSA=-3.79.